Dataset: Full USPTO retrosynthesis dataset with 1.9M reactions from patents (1976-2016). Task: Predict the reactants needed to synthesize the given product. (1) Given the product [NH2:1][C:2]1[N:7]=[C:6]([N:8]2[CH2:34][CH2:33][C:11]3([CH2:15][NH:14][C@H:13]([C:26]([O:28][C:29]([CH3:30])([CH3:31])[CH3:32])=[O:27])[CH2:12]3)[CH2:10][CH2:9]2)[CH:5]=[C:4]([O:35][C@H:36]([C:41]2[CH:46]=[CH:45][C:44]([Cl:47])=[CH:43][C:42]=2[N:48]2[CH:52]=[CH:51][C:50]([CH3:53])=[N:49]2)[C:37]([F:38])([F:40])[F:39])[N:3]=1, predict the reactants needed to synthesize it. The reactants are: [NH2:1][C:2]1[N:7]=[C:6]([N:8]2[CH2:34][CH2:33][C:11]3([CH2:15][N:14](C(OCC4C=CC=CC=4)=O)[C@H:13]([C:26]([O:28][C:29]([CH3:32])([CH3:31])[CH3:30])=[O:27])[CH2:12]3)[CH2:10][CH2:9]2)[CH:5]=[C:4]([O:35][C@H:36]([C:41]2[CH:46]=[CH:45][C:44]([Cl:47])=[CH:43][C:42]=2[N:48]2[CH:52]=[CH:51][C:50]([CH3:53])=[N:49]2)[C:37]([F:40])([F:39])[F:38])[N:3]=1. (2) Given the product [CH3:19][C:17]1[CH:18]=[C:13]([N:27]2[CH:28]=[CH:29][C:25]([C:24]([F:31])([F:30])[F:23])=[N:26]2)[CH:14]=[CH:15][C:16]=1[N+:20]([O-:22])=[O:21], predict the reactants needed to synthesize it. The reactants are: C(=O)([O-])[O-].[K+].[K+].CN(C=O)C.F[C:13]1[CH:14]=[CH:15][C:16]([N+:20]([O-:22])=[O:21])=[C:17]([CH3:19])[CH:18]=1.[F:23][C:24]([F:31])([F:30])[C:25]1[CH:29]=[CH:28][NH:27][N:26]=1. (3) Given the product [NH2:2][CH2:6][CH2:5][NH:4][C:19]([C@H:16]1[CH2:15][CH2:14][C@H:13]([C:3]2[N:2]([CH3:1])[CH:6]=[C:5]([C:7]3[CH:12]=[CH:11][CH:10]=[CH:9][CH:8]=3)[N:4]=2)[CH2:18][CH2:17]1)=[O:20], predict the reactants needed to synthesize it. The reactants are: [CH3:1][N:2]1[CH:6]=[C:5]([C:7]2[CH:12]=[CH:11][CH:10]=[CH:9][CH:8]=2)[N:4]=[C:3]1[C@H:13]1[CH2:18][CH2:17][C@H:16]([C:19](OC)=[O:20])[CH2:15][CH2:14]1. (4) Given the product [NH3:5].[NH2:24][C:25]1[N:26]=[CH:27][C:28]([C:2]2[N:7]=[C:6]([NH2:8])[N:5]=[C:4]([NH:9][C:10]3[CH:15]=[CH:14][C:13]([O:16][C:17]4[CH:22]=[CH:21][N:20]=[C:19]([CH3:23])[CH:18]=4)=[CH:12][CH:11]=3)[CH:3]=2)=[CH:29][CH:30]=1, predict the reactants needed to synthesize it. The reactants are: Cl[C:2]1[N:7]=[C:6]([NH2:8])[N:5]=[C:4]([NH:9][C:10]2[CH:15]=[CH:14][C:13]([O:16][C:17]3[CH:22]=[CH:21][N:20]=[C:19]([CH3:23])[CH:18]=3)=[CH:12][CH:11]=2)[CH:3]=1.[NH2:24][C:25]1[CH:30]=[CH:29][C:28](B2OC(C)(C)C(C)(C)O2)=[CH:27][N:26]=1.C([O-])([O-])=O.[Na+].[Na+].[Cl-]. (5) Given the product [CH2:1]([CH:3]1[N:12]([S:13]([C:16]2[CH:21]=[CH:20][C:19]([O:22][CH3:23])=[C:18]([CH3:24])[CH:17]=2)(=[O:15])=[O:14])[C:11]2[C:6](=[CH:7][C:8]([F:26])=[C:9]([F:25])[CH:10]=2)[N:5]2[C:27]([C:35]#[N:34])=[CH:28][CH:29]=[C:4]12)[CH3:2], predict the reactants needed to synthesize it. The reactants are: [CH2:1]([CH:3]1[N:12]([S:13]([C:16]2[CH:21]=[CH:20][C:19]([O:22][CH3:23])=[C:18]([CH3:24])[CH:17]=2)(=[O:15])=[O:14])[C:11]2[C:6](=[CH:7][C:8]([F:26])=[C:9]([F:25])[CH:10]=2)[N:5]2[CH:27]=[CH:28][CH:29]=[C:4]12)[CH3:2].ClS([N:34]=[C:35]=O)(=O)=O.CN(C=O)C.